The task is: Predict the reaction yield, written as a fraction of the theoretical maximum amount of product (1.0 means a 100% yield; for example, 0.34 means a 34% yield).. This data is from Reaction yield outcomes from USPTO patents with 853,638 reactions. (1) The reactants are [C:1]([C:5]1[C:6]([O:37][CH3:38])=[C:7](/[CH:21]=[CH:22]/[C:23]2[CH:28]=[CH:27][C:26]([NH:29][S:30]([CH3:33])(=[O:32])=[O:31])=[CH:25][C:24]=2[CH2:34]OC)[CH:8]=[C:9]([C:11]2[C:12]([O:19]C)=[N:13][C:14]([O:17][CH3:18])=[CH:15][CH:16]=2)[CH:10]=1)([CH3:4])([CH3:3])[CH3:2].[BrH:39].C([O-])(O)=O.[Na+]. The catalyst is CC(O)=O. The product is [Br:39][CH2:34][C:24]1[CH:25]=[C:26]([NH:29][S:30]([CH3:33])(=[O:31])=[O:32])[CH:27]=[CH:28][C:23]=1/[CH:22]=[CH:21]/[C:7]1[CH:8]=[C:9]([C:11]2[C:12](=[O:19])[NH:13][C:14]([O:17][CH3:18])=[CH:15][CH:16]=2)[CH:10]=[C:5]([C:1]([CH3:4])([CH3:2])[CH3:3])[C:6]=1[O:37][CH3:38]. The yield is 0.840. (2) The reactants are [CH2:1]([O:4][CH2:5][CH2:6][O:7][CH2:8][CH2:9][OH:10])[CH:2]=[CH2:3].[H-].[Na+].Br[CH2:14][C:15]([O:17][CH3:18])=[O:16]. The catalyst is C1COCC1. The product is [CH3:18][O:17][C:15](=[O:16])[CH2:14][O:10][CH2:9][CH2:8][O:7][CH2:6][CH2:5][O:4][CH2:1][CH:2]=[CH2:3]. The yield is 0.640. (3) The reactants are [Cl:1][C:2]1[CH:3]=[C:4]2[C:8](=[CH:9][CH:10]=1)[NH:7][CH:6]=[C:5]2[CH2:11][CH2:12][NH:13][C:14](=[O:22])[C:15]1[CH:20]=[CH:19][CH:18]=[C:17](I)[CH:16]=1.[OH:23][C:24]1[CH:29]=[CH:28][C:27](B(O)O)=[CH:26][CH:25]=1.C(=O)([O-])[O-].[Na+].[Na+]. The catalyst is C(COC)OC.O.C1C=CC([P]([Pd]([P](C2C=CC=CC=2)(C2C=CC=CC=2)C2C=CC=CC=2)([P](C2C=CC=CC=2)(C2C=CC=CC=2)C2C=CC=CC=2)[P](C2C=CC=CC=2)(C2C=CC=CC=2)C2C=CC=CC=2)(C2C=CC=CC=2)C2C=CC=CC=2)=CC=1. The product is [Cl:1][C:2]1[CH:3]=[C:4]2[C:8](=[CH:9][CH:10]=1)[NH:7][CH:6]=[C:5]2[CH2:11][CH2:12][NH:13][C:14]([C:15]1[CH:16]=[C:17]([C:27]2[CH:28]=[CH:29][C:24]([OH:23])=[CH:25][CH:26]=2)[CH:18]=[CH:19][CH:20]=1)=[O:22]. The yield is 0.140. (4) The reactants are [CH3:1][C:2]1[CH:3]=[C:4]([C:8]([OH:10])=O)[O:5][C:6]=1[CH3:7].C(N(CC)CC)C.CN(C(ON1N=NC2C=CC=NC1=2)=[N+](C)C)C.F[P-](F)(F)(F)(F)F.[NH2:42][C:43]1[CH:59]=[CH:58][C:46]([O:47][CH2:48][CH2:49][NH:50]C(=O)OC(C)(C)C)=[C:45]([C:60]2[N:64]([CH3:65])[N:63]=[CH:62][CH:61]=2)[CH:44]=1.Cl.CCOCC. The catalyst is ClCCl. The product is [NH2:50][CH2:49][CH2:48][O:47][C:46]1[CH:58]=[CH:59][C:43]([NH:42][C:8]([C:4]2[O:5][C:6]([CH3:7])=[C:2]([CH3:1])[CH:3]=2)=[O:10])=[CH:44][C:45]=1[C:60]1[N:64]([CH3:65])[N:63]=[CH:62][CH:61]=1. The yield is 0.473.